Dataset: Catalyst prediction with 721,799 reactions and 888 catalyst types from USPTO. Task: Predict which catalyst facilitates the given reaction. (1) Product: [F:29][C:10]1[CH:9]=[C:8]([B:30]2[O:34][C:33]([CH3:36])([CH3:35])[C:32]([CH3:38])([CH3:37])[O:31]2)[CH:13]=[CH:12][C:11]=1[NH:14][C:15]([NH:17][C:18]1[CH:23]=[C:22]([C:24]([F:27])([F:26])[F:25])[CH:21]=[CH:20][C:19]=1[F:28])=[O:16]. The catalyst class is: 431. Reactant: O1CCOCC1.Br[C:8]1[CH:13]=[CH:12][C:11]([NH:14][C:15]([NH:17][C:18]2[CH:23]=[C:22]([C:24]([F:27])([F:26])[F:25])[CH:21]=[CH:20][C:19]=2[F:28])=[O:16])=[C:10]([F:29])[CH:9]=1.[B:30]1([B:30]2[O:34][C:33]([CH3:36])([CH3:35])[C:32]([CH3:38])([CH3:37])[O:31]2)[O:34][C:33]([CH3:36])([CH3:35])[C:32]([CH3:38])([CH3:37])[O:31]1.C([O-])(=O)C.[K+]. (2) Reactant: [CH3:1][N:2]1[CH:7]=[CH:6][C:5]([C:8]2[CH:13]=[CH:12][N:11]=[CH:10][C:9]=2[NH:14][C:15](=[O:21])[O:16][C:17]([CH3:20])([CH3:19])[CH3:18])=[CH:4][C:3]1=[O:22]. Product: [CH3:1][N:2]1[CH2:7][CH2:6][CH:5]([C:8]2[CH:13]=[CH:12][N:11]=[CH:10][C:9]=2[NH:14][C:15](=[O:21])[O:16][C:17]([CH3:18])([CH3:20])[CH3:19])[CH2:4][C:3]1=[O:22]. The catalyst class is: 29. (3) Product: [Cl:22][C:7]1[CH:6]=[CH:5][C:4]([B:23]([OH:28])[OH:24])=[CH:21][C:8]=1[C:9]([NH:11][CH2:12][CH2:13][C:14]1[CH:19]=[CH:18][CH:17]=[CH:16][C:15]=1[Cl:20])=[O:10]. The catalyst class is: 54. Reactant: C[Li].Br[C:4]1[CH:5]=[CH:6][C:7]([Cl:22])=[C:8]([CH:21]=1)[C:9]([NH:11][CH2:12][CH2:13][C:14]1[CH:19]=[CH:18][CH:17]=[CH:16][C:15]=1[Cl:20])=[O:10].[B:23](OC(C)C)([O:28]C(C)C)[O:24]C(C)C.C([Li])(C)(C)C.[Cl-].[NH4+]. (4) Reactant: [Cl:1][C:2]1[CH:3]=[C:4]2[C:10]([C:11]3[N:16]=[C:15]([NH:17][C@H:18]4[CH2:23][CH2:22][CH2:21][C@@H:20]([NH:24][OH:25])[CH2:19]4)[C:14]([F:26])=[CH:13][N:12]=3)=[CH:9][N:8](S(C3C=CC(C)=CC=3)(=O)=O)[C:5]2=[N:6][CH:7]=1.ClC1C=C2C(C3N=C(N[C@H]4CCC[C@H](NO)C4)C(F)=CN=3)=CN(S(C3C=CC(C)=CC=3)(=O)=O)C2=NC=1.[O:73]=[C:74]=[N:75][C:76](Cl)=[O:77].C[O-].[Na+]. Product: [Cl:1][C:2]1[CH:3]=[C:4]2[C:10]([C:11]3[N:16]=[C:15]([NH:17][C@H:18]4[CH2:23][CH2:22][CH2:21][C@@H:20]([N:24]5[C:76](=[O:77])[NH:75][C:74](=[O:73])[O:25]5)[CH2:19]4)[C:14]([F:26])=[CH:13][N:12]=3)=[CH:9][NH:8][C:5]2=[N:6][CH:7]=1. The catalyst class is: 76. (5) Reactant: C([O-])([O-])=O.[K+].[K+].[OH:7][C:8]1[CH:15]=[CH:14][C:11]([CH:12]=[O:13])=[CH:10][CH:9]=1.C1(C)C=CC(S(O[CH2:26][CH2:27][CH2:28][N:29]=[N+:30]=[N-:31])(=O)=O)=CC=1. Product: [N:29]([CH2:28][CH2:27][CH2:26][O:7][C:8]1[CH:15]=[CH:14][C:11]([CH:12]=[O:13])=[CH:10][CH:9]=1)=[N+:30]=[N-:31]. The catalyst class is: 21. (6) Reactant: Br[C:2]1[S:3][C:4]([C:21]#[N:22])=[C:5]([C:7]2[CH:8]=[N:9][N:10]([CH2:12][C:13]3[CH:18]=[CH:17][C:16]([O:19][CH3:20])=[CH:15][CH:14]=3)[CH:11]=2)[N:6]=1.[CH3:23][C:24]1[S:28][N:27]=[C:26]([NH2:29])[N:25]=1.CC1(C)C2C(=C(P(C3C=CC=CC=3)C3C=CC=CC=3)C=CC=2)OC2C(P(C3C=CC=CC=3)C3C=CC=CC=3)=CC=CC1=2.C([O-])([O-])=O.[K+].[K+]. Product: [CH3:20][O:19][C:16]1[CH:17]=[CH:18][C:13]([CH2:12][N:10]2[CH:11]=[C:7]([C:5]3[N:6]=[C:2]([NH:29][C:26]4[N:25]=[C:24]([CH3:23])[S:28][N:27]=4)[S:3][C:4]=3[C:21]#[N:22])[CH:8]=[N:9]2)=[CH:14][CH:15]=1. The catalyst class is: 62.